The task is: Predict the product of the given reaction.. This data is from Forward reaction prediction with 1.9M reactions from USPTO patents (1976-2016). (1) Given the reactants [NH:1]1[CH2:11][CH2:10][CH2:9][CH:3]([C:4]([O:6][CH2:7][CH3:8])=[O:5])[CH2:2]1.[F:12][C:13]1[CH:21]=[CH:20][C:16]([C:17](Cl)=[O:18])=[CH:15][CH:14]=1.C(N(CC)CC)C, predict the reaction product. The product is: [CH2:7]([O:6][C:4]([CH:3]1[CH2:9][CH2:10][CH2:11][N:1]([C:17](=[O:18])[C:16]2[CH:20]=[CH:21][C:13]([F:12])=[CH:14][CH:15]=2)[CH2:2]1)=[O:5])[CH3:8]. (2) Given the reactants O.O.[C:3]([O:7][C:8]([NH:10][C@H:11]([C:19]([OH:21])=O)[CH2:12][CH:13]1[CH2:18][CH2:17][CH2:16][CH2:15][CH2:14]1)=[O:9])([CH3:6])([CH3:5])[CH3:4].[NH2:22][CH2:23][CH2:24][N:25]1[CH2:30][CH2:29][CH2:28][CH2:27][CH2:26]1.O.ON1C2C=CC=CC=2N=N1.C1(N=C=NC2CCCCC2)CCCCC1, predict the reaction product. The product is: [N:25]1([CH2:24][CH2:23][NH:22][C:19](=[O:21])[C@H:11]([CH2:12][CH:13]2[CH2:14][CH2:15][CH2:16][CH2:17][CH2:18]2)[NH:10][C:8]([O:7][C:3]([CH3:4])([CH3:5])[CH3:6])=[O:9])[CH2:30][CH2:29][CH2:28][CH2:27][CH2:26]1. (3) Given the reactants [OH:1][C:2]1[CH:15]=[CH:14][C:5]2[C@H:6]([CH2:9][C:10]([O:12][CH3:13])=[O:11])[CH2:7][O:8][C:4]=2[CH:3]=1.[CH3:16][C:17]1[C:22]([CH3:23])=[C:21]([O:24][CH2:25][CH2:26][CH2:27][S:28]([CH3:31])(=[O:30])=[O:29])[C:20]([CH3:32])=[C:19]([CH3:33])[C:18]=1[C:34]1[CH:39]=[CH:38][CH:37]=[C:36]([CH2:40]O)[CH:35]=1.C(P(CCCC)CCCC)CCC.N(C(N1CCCCC1)=O)=NC(N1CCCCC1)=O, predict the reaction product. The product is: [CH3:33][C:19]1[C:20]([CH3:32])=[C:21]([O:24][CH2:25][CH2:26][CH2:27][S:28]([CH3:31])(=[O:30])=[O:29])[C:22]([CH3:23])=[C:17]([CH3:16])[C:18]=1[C:34]1[CH:39]=[CH:38][CH:37]=[C:36]([CH2:40][O:1][C:2]2[CH:15]=[CH:14][C:5]3[C@H:6]([CH2:9][C:10]([O:12][CH3:13])=[O:11])[CH2:7][O:8][C:4]=3[CH:3]=2)[CH:35]=1.